From a dataset of Forward reaction prediction with 1.9M reactions from USPTO patents (1976-2016). Predict the product of the given reaction. (1) Given the reactants [F:1][C:2]1[CH:7]=[CH:6][C:5]([F:8])=[CH:4][C:3]=1[C@H:9]1[CH2:13][CH2:12][CH2:11][N:10]1[C:14]1[CH:19]=[CH:18][N:17]2[N:20]=[CH:21][C:22]([C:23]([O-:25])=[O:24])=[C:16]2[N:15]=1.[Li+].[OH-], predict the reaction product. The product is: [F:1][C:2]1[CH:7]=[CH:6][C:5]([F:8])=[CH:4][C:3]=1[C@H:9]1[CH2:13][CH2:12][CH2:11][N:10]1[C:14]1[CH:19]=[CH:18][N:17]2[N:20]=[CH:21][C:22]([C:23]([OH:25])=[O:24])=[C:16]2[N:15]=1. (2) Given the reactants [CH3:1][CH:2]([CH3:16])[CH2:3][CH2:4][CH2:5][CH2:6][CH2:7][CH2:8][CH2:9][CH2:10][CH2:11][CH2:12][CH2:13]C=O.[C:17](O)(=O)[CH2:18][C:19]([OH:21])=[O:20].N1C=CC=CC=1, predict the reaction product. The product is: [CH3:1][CH:2]([CH3:16])[CH2:3][CH2:4][CH2:5][CH2:6][CH2:7][CH2:8][CH2:9][CH2:10][CH2:11][CH2:12][CH2:13][CH:17]=[CH:18][C:19]([OH:21])=[O:20]. (3) Given the reactants [F:1][C:2]([F:8])([F:7])[S:3](Cl)(=[O:5])=[O:4].[OH2:9].[C:10]([O:13][CH2:14][CH3:15])(=[O:12])[CH3:11].[N:16]1[CH:21]=[CH:20][CH:19]=[CH:18]C=1, predict the reaction product. The product is: [CH2:14]([O:13][C:10]([C:11]1[CH:18]=[C:19]([O:4][S:3]([C:2]([F:8])([F:7])[F:1])(=[O:9])=[O:5])[CH:20]=[C:21]([C:10]([O:13][CH2:14][CH3:15])=[O:12])[N:16]=1)=[O:12])[CH3:15]. (4) Given the reactants C(O[N:9]=[C:10]([C:25]1[N:26]=[CH:27][O:28][CH:29]=1)[CH:11]1[CH2:15][N:14]([C@H:16]([C:18]2[CH:23]=[CH:22][CH:21]=[CH:20][CH:19]=2)[CH3:17])[C:13](=O)[CH2:12]1)C1C=CC=CC=1, predict the reaction product. The product is: [O:28]1[CH:29]=[C:25]([CH:10]([NH2:9])[CH:11]2[CH2:12][CH2:13][N:14]([C@H:16]([C:18]3[CH:23]=[CH:22][CH:21]=[CH:20][CH:19]=3)[CH3:17])[CH2:15]2)[N:26]=[CH:27]1. (5) Given the reactants [C:1](=[O:4])([O-])[O-].[K+].[K+].C([O:9][C:10](=[O:29])[C:11]([CH3:28])([O:20][C:21]1[CH:26]=[CH:25][CH:24]=[CH:23][C:22]=1C)[CH2:12][C:13]1[CH:18]=[CH:17][C:16]([OH:19])=[CH:15][CH:14]=1)C.[C:30]1([C:55]2[CH:60]=[CH:59][CH:58]=[CH:57][CH:56]=2)[CH:35]=[CH:34][C:33]([C:36]2[O:37][C:38]([CH3:54])=[C:39]([CH2:41][CH2:42]OS(C3C=CC(C)=CC=3)(=O)=O)[N:40]=2)=[CH:32][CH:31]=1.[OH-].[Na+], predict the reaction product. The product is: [C:30]1([C:55]2[CH:56]=[CH:57][CH:58]=[CH:59][CH:60]=2)[CH:35]=[CH:34][C:33]([C:36]2[O:37][C:38]([CH3:54])=[C:39]([CH2:41][CH2:42][O:19][C:16]3[CH:15]=[CH:14][C:13]([CH2:12][C:11]([O:20][C:21]4[CH:26]=[CH:25][CH:24]=[CH:23][C:22]=4[O:4][CH3:1])([CH3:28])[C:10]([OH:9])=[O:29])=[CH:18][CH:17]=3)[N:40]=2)=[CH:32][CH:31]=1.